This data is from Ames mutagenicity test results for genotoxicity prediction. The task is: Regression/Classification. Given a drug SMILES string, predict its toxicity properties. Task type varies by dataset: regression for continuous values (e.g., LD50, hERG inhibition percentage) or binary classification for toxic/non-toxic outcomes (e.g., AMES mutagenicity, cardiotoxicity, hepatotoxicity). Dataset: ames. The molecule is O=Nc1cccc(-c2ccccc2)c1. The result is 1 (mutagenic).